Dataset: Cav3 T-type calcium channel HTS with 100,875 compounds. Task: Binary Classification. Given a drug SMILES string, predict its activity (active/inactive) in a high-throughput screening assay against a specified biological target. The drug is O(c1ccc(CCC)cc1)CC(O)=O. The result is 0 (inactive).